This data is from Forward reaction prediction with 1.9M reactions from USPTO patents (1976-2016). The task is: Predict the product of the given reaction. (1) Given the reactants [C:1]([O-:6])(=[O:5])[C:2]([CH3:4])=O.C([O-])(=O)C(C)O.C1[N:14]=C(N)C2N=CN([C@@H]3O[C@H](COP(OP(OC[C@H]4O[C@@H](N5C=C(C(N)=O)CC=C5)[C@H](O)[C@@H]4O)(O)=O)(O)=O)[C@@H](O)[C@H]3O)C=2N=1.C([O-])=O.[F:60][C:61]([F:70])([F:69])[CH2:62]CC(=O)C(O)=O.NC(C(O)=O)C.CC1N=CC(COP(O)(O)=O)=C(C=O)C=1O.C([O-])=O.[Na+], predict the reaction product. The product is: [F:60][C:61]([F:70])([F:69])[CH2:62][CH2:4][C@@H:2]([NH2:14])[C:1]([OH:6])=[O:5]. (2) The product is: [CH2:1]([O:3][C:4]([C:6]1[C:7]([CH3:23])=[C:8]([C:16]([O:18][C:19]([CH3:22])([CH3:21])[CH3:20])=[O:17])[NH:9][C:10]=1[CH:11]=[CH:13][CH2:14][CH2:15][Br:24])=[O:5])[CH3:2]. Given the reactants [CH2:1]([O:3][C:4]([C:6]1[C:7]([CH3:23])=[C:8]([C:16]([O:18][C:19]([CH3:22])([CH3:21])[CH3:20])=[O:17])[NH:9][C:10]=1[CH:11]([CH:13]1[CH2:15][CH2:14]1)O)=[O:5])[CH3:2].[BrH:24], predict the reaction product. (3) Given the reactants [CH2:1]([O:3][C:4]1[CH:17]=[CH:16][C:7](/[CH:8]=[C:9]2/[C:10](=[O:15])[NH:11][C:12](=[O:14])[S:13]/2)=[CH:6][CH:5]=1)[CH3:2].[CH2:18](Br)[C:19]1[CH:24]=[CH:23][CH:22]=[CH:21][CH:20]=1.C(=O)([O-])[O-].[K+].[K+].C(OC1C=CC(/C=C2/C(=O)N(CCC)C(=O)S/2)=CC=1)C, predict the reaction product. The product is: [CH2:18]([N:11]1[C:10](=[O:15])/[C:9](=[CH:8]/[C:7]2[CH:16]=[CH:17][C:4]([O:3][CH2:1][CH3:2])=[CH:5][CH:6]=2)/[S:13][C:12]1=[O:14])[C:19]1[CH:24]=[CH:23][CH:22]=[CH:21][CH:20]=1. (4) Given the reactants Cl.[Cl-].[NH2:3][C@H:4]1[CH2:9][CH2:8][CH2:7][N+:6]([CH2:25][CH2:26][CH2:27][C:28]2[CH:33]=[CH:32][CH:31]=[C:30]([O:34][CH2:35][C:36]([O:38][CH3:39])=[O:37])[CH:29]=2)([CH2:10][CH2:11][CH2:12][C:13]2[CH:18]=[CH:17][CH:16]=[C:15]([O:19][CH2:20][C:21]([O:23][CH3:24])=[O:22])[CH:14]=2)[CH2:5]1.[NH2:40][C:41]1[C:42]([C:49](O)=[O:50])=[N:43][C:44]([Cl:48])=[C:45]([NH2:47])[N:46]=1.C(N(CC)C(C)C)(C)C.F[B-](F)(F)F.N1(OC(N(C)C)=[N+](C)C)C2C=CC=CC=2N=N1, predict the reaction product. The product is: [Cl-:48].[NH2:40][C:41]1[C:42]([C:49]([NH:3][C@H:4]2[CH2:9][CH2:8][CH2:7][N+:6]([CH2:25][CH2:26][CH2:27][C:28]3[CH:33]=[CH:32][CH:31]=[C:30]([O:34][CH2:35][C:36]([O:38][CH3:39])=[O:37])[CH:29]=3)([CH2:10][CH2:11][CH2:12][C:13]3[CH:18]=[CH:17][CH:16]=[C:15]([O:19][CH2:20][C:21]([O:23][CH3:24])=[O:22])[CH:14]=3)[CH2:5]2)=[O:50])=[N:43][C:44]([Cl:48])=[C:45]([NH2:47])[N:46]=1. (5) Given the reactants [O:1]=[C:2]1[C:10]2([C:22]3[C:13](=[CH:14][C:15]4[O:20][CH2:19][CH2:18][O:17][C:16]=4[CH:21]=3)[O:12][CH2:11]2)[C:9]2[C:4](=[CH:5][CH:6]=[CH:7][CH:8]=2)[N:3]1[CH2:23][C:24]1[C:29]([C:30]([O:32]CC)=[O:31])=[CH:28][CH:27]=[CH:26][N:25]=1.[OH-].[Li+].O1CCCC1.O, predict the reaction product. The product is: [O:1]=[C:2]1[C:10]2([C:22]3[C:13](=[CH:14][C:15]4[O:20][CH2:19][CH2:18][O:17][C:16]=4[CH:21]=3)[O:12][CH2:11]2)[C:9]2[C:4](=[CH:5][CH:6]=[CH:7][CH:8]=2)[N:3]1[CH2:23][C:24]1[C:29]([C:30]([OH:32])=[O:31])=[CH:28][CH:27]=[CH:26][N:25]=1. (6) Given the reactants [F:1][C:2]1[CH:3]=[C:4]2[C:8](=[CH:9][CH:10]=1)[N:7]([CH2:11][C:12]1[CH:17]=[CH:16][CH:15]=[C:14]([F:18])[CH:13]=1)[C:6]([C:19](O)=[O:20])=[CH:5]2.CN(C)CCCN=C=NCC.[C:33]([O:36][CH:37]1[C:41]2=[N:42][C:43]3[C:44](=[N:45][CH:46]=[C:47]([NH2:49])[CH:48]=3)[N:40]2[CH2:39][CH2:38]1)(=[O:35])[CH3:34], predict the reaction product. The product is: [C:33]([O:36][CH:37]1[C:41]2=[N:42][C:43]3[C:44](=[N:45][CH:46]=[C:47]([NH:49][C:19]([C:6]4[N:7]([CH2:11][C:12]5[CH:17]=[CH:16][CH:15]=[C:14]([F:18])[CH:13]=5)[C:8]5[C:4]([CH:5]=4)=[CH:3][C:2]([F:1])=[CH:10][CH:9]=5)=[O:20])[CH:48]=3)[N:40]2[CH2:39][CH2:38]1)(=[O:35])[CH3:34]. (7) Given the reactants Br.[Cl:2][C:3]1[CH:4]=[CH:5][C:6]([O:26]CC2C=CC=CC=2)=[C:7]([CH2:9][N:10]2[C:14]([CH3:15])=[CH:13][C:12]([NH:16][C:17](=[O:25])[CH2:18][C:19]3[CH:24]=[CH:23][CH:22]=[CH:21][CH:20]=3)=[N:11]2)[CH:8]=1.C(=O)([O-])[O-].[K+].[K+], predict the reaction product. The product is: [Cl:2][C:3]1[CH:4]=[CH:5][C:6]([OH:26])=[C:7]([CH2:9][N:10]2[C:14]([CH3:15])=[CH:13][C:12]([NH:16][C:17](=[O:25])[CH2:18][C:19]3[CH:20]=[CH:21][CH:22]=[CH:23][CH:24]=3)=[N:11]2)[CH:8]=1. (8) Given the reactants [CH3:1][N:2]([C:6]1[CH:11]=[CH:10][CH:9]=[CH:8][CH:7]=1)[C:3]([NH2:5])=[S:4].CO[CH:14](OC)[CH2:15]Cl, predict the reaction product. The product is: [CH3:1][N:2]([C:3]1[S:4][CH:14]=[CH:15][N:5]=1)[C:6]1[CH:11]=[CH:10][CH:9]=[CH:8][CH:7]=1.